From a dataset of Experimentally validated miRNA-target interactions with 360,000+ pairs, plus equal number of negative samples. Binary Classification. Given a miRNA mature sequence and a target amino acid sequence, predict their likelihood of interaction. (1) The miRNA is cel-miR-265 with sequence UGAGGGAGGAAGGGUGGUAU. The protein sequence of the target gene is MVPAAGALLWVLLLNLGPRAAGAQGLTQTPTEMQRVSLRFGGPMTRSYRSTARTGLPRKTRIILEDENDAMADADRLAGPAAAELLAATVSTGFSRSSAINEEDGSSEEGVVINAGKDSTSRELPSATPNTAGSSSTRFIANSQEPEIRLTSSLPRSPGRSTEDLPGSQATLSQWSTPGSTPSRWPSPSPTAMPSPEDLRLVLMPWGPWHCHCKSGTMSRSRSGKLHGLSGRLRVGALSQLRTEHKPCTYQQCPCNRLREECPLDTSLCTDTNCASQSTTSTRTTTTPFPTIHLRSSPSL.... Result: 0 (no interaction). (2) The miRNA is hsa-miR-381-3p with sequence UAUACAAGGGCAAGCUCUCUGU. The protein sequence of the target gene is MAQILPIRFQEHLQLQNLGINPANIGFSTLTMESDKFICIREKVGEQAQVVIIDMNDPSNPIRRPISADSAIMNPASKVIALKAGKTLQIFNIEMKSKMKAHTMTDDVTFWKWISLNTVALVTDNAVYHWSMEGESQPVKMFDRHSSLAGCQIINYRTDAKQKWLLLTGISAQQNRVVGAMQLYSVDRKVSQPIEGHAASFAQFKMEGNAEESTLFCFAVRGQAGGKLHIIEVGTPPTGNQPFPKKAVDVFFPPEAQNDFPVAMQISEKHDVVFLITKYGYIHLYDLETGTCIYMNRISG.... Result: 1 (interaction). (3) The miRNA is mmu-miR-501-3p with sequence AAUGCACCCGGGCAAGGAUUUG. The protein sequence of the target gene is MSLYPSLEDLKVDKVIQAQTAYSANPASQAFVLVDASAALPPDGNLYPKLYPELSQYMGLSLNEAEICESMPMVSGAPAQGQLVARPSSVNYMVAPVTGNDAGIRRAEIKQGIREVILCKDQDGKIGLRLKSIDNGIFVQLVQANSPASLVGLRFGDQVLQINGENCAGWSSDKAHKVLKQAFGEKITMTIRDRPFERTVTMHKDSSGHVGFIFKSGKITSIVKDSSAARNGLLTDHHICEINGQNVIGLKDAQIADILSTAGTVVTITIMPTFIFEHIIKRMAPSIMKSLMDHTIPEV. Result: 0 (no interaction). (4) The miRNA is mmu-miR-152-3p with sequence UCAGUGCAUGACAGAACUUGG. The protein sequence of the target gene is MASVSTHGNQEKSPHLPPLSKQSLLFCPKSKLHIHRGEIAKIIRECQEESFWKRALPFSLISMLVTQGLVHQGYLAANPRFGSLPKVALAGLLGFGLGKASYIRVCQSKFHSFEDQLRGAGFGPEHNRHCLLTCEDCKTRRGLSEKAGSQPSAS. Result: 1 (interaction). (5) The miRNA is hsa-miR-5698 with sequence UGGGGGAGUGCAGUGAUUGUGG. The protein sequence of the target gene is MENMHLRRVRTMPRHSQSLTMAPYSSVSLVEQLEDRILCHEKTTAALVEHAFRIKDDIVNSLQKMQNKGGGDRLARLFLEEHIRNITAIVKQLNRDIEVLQEQIRARDNISYGTNSALKTLEMRQLSGLGDLRGRVARCDASIARLSAEHKTTYEGLQHLNKEQQAAKLILETKIKDAEGQISQLLNRVDLSISEQSTKLKMSHRDSNHQLQLLDTKFKGTVEELSNQILSARSWLQQEQERIEKELLQKIDQLSLIVKENSGASERDMEKKLSQMSARLDKIEEGQKKTFDGQRTRQEE.... Result: 0 (no interaction). (6) The protein sequence of the target gene is MGSELETAMETLINVFHAHSGKEGDKYKLSKKELKDLLQTELSSFLDVQKDADAVDKIMKELDENGDGEVDFQEFVVLVAALTVACNNFFWENS. The miRNA is cel-miR-240-3p with sequence UACUGGCCCCCAAAUCUUCGCU. Result: 0 (no interaction). (7) The miRNA is mmu-miR-451a with sequence AAACCGUUACCAUUACUGAGUU. The protein sequence of the target gene is MAVARLAAVAAWVPCRSWGWAAVPFGPHRGLSVLLARIPQRAPRWLPACRQKTSLSFLNRPDLPNLAYKKLKGKSPGIIFIPGYLSYMNGTKALAIEEFCKSLGHACIRFDYSGVGSSDGNSEESTLGKWRKDVLSIIDDLADGPQILVGSSLGGWLMLHAAIARPEKVVALIGVATAADTLVTKFNQLPVELKKEVEMKGVWSMPSKYSEEGVYNVQYSFIKEAEHHCLLHSPIPVNCPIRLLHGMKDDIVPWHTSMQVADRVLSTDVDVILRKHSDHRMREKADIQLLVYTIDDLIDK.... Result: 0 (no interaction). (8) Result: 0 (no interaction). The protein sequence of the target gene is MDLQAAGAQAQGAAEPSRGPPLPSARGAPPSPEAGFATADHSSQERETEKAMDRLARGTQSIPNDSPARGEGTHSEEEGFAMDEEDSDGELNTWELSEGTNCPPKEQPGDLFNEDWDSELKADQGNPYDADDIQESISQELKPWVCCAPQGDMIYDPSWHHPPPLIPYYSKMVFETGQFDDAED. The miRNA is mmu-miR-668-3p with sequence UGUCACUCGGCUCGGCCCACUACC.